From a dataset of NCI-60 drug combinations with 297,098 pairs across 59 cell lines. Regression. Given two drug SMILES strings and cell line genomic features, predict the synergy score measuring deviation from expected non-interaction effect. Drug 1: CC1=C2C(C(=O)C3(C(CC4C(C3C(C(C2(C)C)(CC1OC(=O)C(C(C5=CC=CC=C5)NC(=O)OC(C)(C)C)O)O)OC(=O)C6=CC=CC=C6)(CO4)OC(=O)C)OC)C)OC. Drug 2: C1CC(=O)NC(=O)C1N2C(=O)C3=CC=CC=C3C2=O. Cell line: 786-0. Synergy scores: CSS=51.0, Synergy_ZIP=5.73, Synergy_Bliss=5.69, Synergy_Loewe=-20.6, Synergy_HSA=5.11.